This data is from Reaction yield outcomes from USPTO patents with 853,638 reactions. The task is: Predict the reaction yield, written as a fraction of the theoretical maximum amount of product (1.0 means a 100% yield; for example, 0.34 means a 34% yield). (1) The reactants are [N+:1]([C:4]1[CH:8]=[C:7]([CH2:9][OH:10])[NH:6][N:5]=1)([O-:3])=[O:2].C(=O)([O-])[O-].[Cs+].[Cs+].[Br:17][CH:18](Br)[CH3:19].C(OCC)(=O)C. The catalyst is CN(C=O)C.O. The product is [Br:17][CH2:18][CH2:19][N:6]1[C:7]([CH2:9][OH:10])=[CH:8][C:4]([N+:1]([O-:3])=[O:2])=[N:5]1. The yield is 0.500. (2) The reactants are [CH:1]1([S:4]([C:7]2[CH:12]=[CH:11][C:10]([CH:13]([C:21]3[NH:25][C:24]([C:26]4[S:27][C:28]([CH2:31][OH:32])=[CH:29][N:30]=4)=[CH:23][CH:22]=3)[CH2:14][CH:15]3[CH2:20][CH2:19][O:18][CH2:17][CH2:16]3)=[CH:9][CH:8]=2)(=[O:6])=[O:5])[CH2:3][CH2:2]1.CC(OI1(OC(C)=O)(OC(C)=O)OC(=O)C2C=CC=CC1=2)=O.C(=O)([O-])O.[Na+]. The catalyst is C(#N)C. The product is [CH:1]1([S:4]([C:7]2[CH:12]=[CH:11][C:10]([CH:13]([C:21]3[NH:25][C:24]([C:26]4[S:27][C:28]([CH:31]=[O:32])=[CH:29][N:30]=4)=[CH:23][CH:22]=3)[CH2:14][CH:15]3[CH2:16][CH2:17][O:18][CH2:19][CH2:20]3)=[CH:9][CH:8]=2)(=[O:5])=[O:6])[CH2:3][CH2:2]1. The yield is 0.980. (3) The reactants are [NH:1]1[C:9]2[C:4](=[CH:5][CH:6]=[C:7]([CH:10]=[O:11])[CH:8]=2)[CH:3]=[N:2]1.[C-:12]#[N:13].[K+].Cl[C:16]([O:18][CH2:19][CH3:20])=[O:17].O. The catalyst is C(O)C. The product is [C:16](=[O:17])([O:18][CH2:19][CH3:20])[O:11][CH:10]([C:12]#[N:13])[C:7]1[CH:8]=[C:9]2[C:4]([CH:3]=[N:2][NH:1]2)=[CH:5][CH:6]=1. The yield is 0.800. (4) The reactants are [Cl:1][C:2]1[CH:7]=[CH:6][C:5]([Cl:8])=[CH:4][C:3]=1[NH:9][C:10]1[N:15]2[N:16]=[CH:17][C:18]([S:19]([NH2:22])(=[O:21])=[O:20])=[C:14]2[N:13]=[CH:12][C:11]=1[C:23]([N:25]1[CH2:30][CH2:29][CH:28]([C:31]2[CH:36]=[CH:35][C:34]([F:37])=[CH:33][CH:32]=2)[CH2:27][CH2:26]1)=[O:24].[C:38](O)(=[O:41])[CH2:39][CH3:40]. No catalyst specified. The product is [Cl:1][C:2]1[CH:7]=[CH:6][C:5]([Cl:8])=[CH:4][C:3]=1[NH:9][C:10]1[N:15]2[N:16]=[CH:17][C:18]([S:19]([NH:22][C:38](=[O:41])[CH2:39][CH3:40])(=[O:21])=[O:20])=[C:14]2[N:13]=[CH:12][C:11]=1[C:23]([N:25]1[CH2:30][CH2:29][CH:28]([C:31]2[CH:32]=[CH:33][C:34]([F:37])=[CH:35][CH:36]=2)[CH2:27][CH2:26]1)=[O:24]. The yield is 0.920. (5) The product is [Br:12][C:5]1[C:6]2[C:11](=[CH:10][CH:9]=[CH:8][CH:7]=2)[C:2]([CH:21]=[O:22])=[CH:3][CH:4]=1. The yield is 0.620. The reactants are Br[C:2]1[C:11]2[C:6](=[CH:7][CH:8]=[CH:9][CH:10]=2)[C:5]([Br:12])=[CH:4][CH:3]=1.[Li]CCCC.CN([CH:21]=[O:22])C. The catalyst is CCOCC. (6) The reactants are [CH2:1]([O:3][C:4]([C:6]1[N:14]([C:15]2[CH:20]=[CH:19][C:18]([O:21][CH:22]([CH3:24])[CH3:23])=[CH:17][CH:16]=2)[C:13]2[CH:12]=[C:11]([Cl:25])[N:10]=[C:9](Cl)[C:8]=2[CH:7]=1)=[O:5])[CH3:2].[F:27][C:28]([F:39])([F:38])[C:29]1[CH:34]=[CH:33][C:32](B(O)O)=[CH:31][CH:30]=1.C([O-])([O-])=O.[Na+].[Na+].C1(C)C=CC=CC=1. The catalyst is CCOC(C)=O.C1C=CC([P]([Pd]([P](C2C=CC=CC=2)(C2C=CC=CC=2)C2C=CC=CC=2)([P](C2C=CC=CC=2)(C2C=CC=CC=2)C2C=CC=CC=2)[P](C2C=CC=CC=2)(C2C=CC=CC=2)C2C=CC=CC=2)(C2C=CC=CC=2)C2C=CC=CC=2)=CC=1.CCO. The product is [CH2:1]([O:3][C:4]([C:6]1[N:14]([C:15]2[CH:16]=[CH:17][C:18]([O:21][CH:22]([CH3:24])[CH3:23])=[CH:19][CH:20]=2)[C:13]2[CH:12]=[C:11]([Cl:25])[N:10]=[C:9]([C:32]3[CH:33]=[CH:34][C:29]([C:28]([F:39])([F:38])[F:27])=[CH:30][CH:31]=3)[C:8]=2[CH:7]=1)=[O:5])[CH3:2]. The yield is 0.490. (7) The product is [N+:1]([C:4]1[CH:10]=[C:9]([N+:11]([O-:13])=[O:12])[CH:8]=[C:7]([Br:14])[C:5]=1[NH2:6])([O-:3])=[O:2]. The reactants are [N+:1]([C:4]1[CH:10]=[C:9]([N+:11]([O-:13])=[O:12])[CH:8]=[CH:7][C:5]=1[NH2:6])([O-:3])=[O:2].[Br:14]Br. The catalyst is CC(O)=O.CCOC(C)=O. The yield is 0.920. (8) The reactants are [C:1]([O:5][C:6](=[O:19])[NH:7][C:8]1[CH:13]=[CH:12][C:11]([CH:14]([CH2:17][NH2:18])[CH2:15][NH2:16])=[CH:10][CH:9]=1)([CH3:4])([CH3:3])[CH3:2].[S:20](N)(N)(=[O:22])=[O:21]. The catalyst is N1C=CC=CC=1. The product is [C:1]([O:5][C:6](=[O:19])[NH:7][C:8]1[CH:13]=[CH:12][C:11]([CH:14]2[CH2:15][NH:16][S:20](=[O:22])(=[O:21])[NH:18][CH2:17]2)=[CH:10][CH:9]=1)([CH3:4])([CH3:2])[CH3:3]. The yield is 0.640. (9) The reactants are Cl[C:2]1[C:11]2[C:6](=[CH:7][CH:8]=[CH:9][CH:10]=2)[N:5]=[CH:4][CH:3]=1.[C:12]([O:16][C:17](=[O:28])[NH:18][C@H:19]1[CH2:24][CH2:23][C@H:22]([C:25](=[O:27])[NH2:26])[CH2:21][CH2:20]1)([CH3:15])([CH3:14])[CH3:13]. No catalyst specified. The product is [C:12]([O:16][C:17](=[O:28])[NH:18][C@H:19]1[CH2:24][CH2:23][C@H:22]([C:25](=[O:27])[NH:26][C:2]2[C:11]3[C:6](=[CH:7][CH:8]=[CH:9][CH:10]=3)[N:5]=[CH:4][CH:3]=2)[CH2:21][CH2:20]1)([CH3:15])([CH3:13])[CH3:14]. The yield is 0.600.